From a dataset of Catalyst prediction with 721,799 reactions and 888 catalyst types from USPTO. Predict which catalyst facilitates the given reaction. (1) The catalyst class is: 9. Product: [C:87]([O:86][C:84]([N:81]1[CH2:80][CH2:79][CH:78]([NH:77][C:26](=[O:27])[C:25]2[CH:29]=[CH:30][C:22]([NH:21][C:19]3[N:18]=[CH:17][C:8]4[N:9]([CH3:16])[C:10](=[O:15])[C:11]([F:13])([F:14])[CH2:12][N:6]([CH:1]5[CH2:5][CH2:4][CH2:3][CH2:2]5)[C:7]=4[N:20]=3)=[C:23]([O:31][CH2:32][CH3:33])[CH:24]=2)[CH2:83][CH2:82]1)=[O:85])([CH3:90])([CH3:89])[CH3:88]. Reactant: [CH:1]1([N:6]2[CH2:12][C:11]([F:14])([F:13])[C:10](=[O:15])[N:9]([CH3:16])[C:8]3[CH:17]=[N:18][C:19]([NH:21][C:22]4[CH:30]=[CH:29][C:25]([C:26](O)=[O:27])=[CH:24][C:23]=4[O:31][CH2:32][CH3:33])=[N:20][C:7]2=3)[CH2:5][CH2:4][CH2:3][CH2:2]1.ON1C2C=CC=CC=2N=N1.F[P-](F)(F)(F)(F)F.CN(C(N(C)C)=[N+]1C2C=CC=CC=2[N+]([O-])=N1)C.C(N(C(C)C)CC)(C)C.[NH2:77][CH:78]1[CH2:83][CH2:82][N:81]([C:84]([O:86][C:87]([CH3:90])([CH3:89])[CH3:88])=[O:85])[CH2:80][CH2:79]1. (2) Reactant: [CH3:1][NH:2][C:3]1[CH:8]=[CH:7][C:6]([N+:9]([O-:11])=[O:10])=[CH:5][CH:4]=1.[CH3:24][C:23]([O:22][C:20](O[C:20]([O:22][C:23]([CH3:26])([CH3:25])[CH3:24])=[O:21])=[O:21])([CH3:26])[CH3:25]. Product: [C:23]([O:22][C:20](=[O:21])[N:2]([CH3:1])[C:3]1[CH:4]=[CH:5][C:6]([N+:9]([O-:11])=[O:10])=[CH:7][CH:8]=1)([CH3:24])([CH3:25])[CH3:26]. The catalyst class is: 230.